This data is from Catalyst prediction with 721,799 reactions and 888 catalyst types from USPTO. The task is: Predict which catalyst facilitates the given reaction. (1) Reactant: [CH3:1][N:2]1[C:10]2[C:5](=[CH:6][CH:7]=[CH:8][CH:9]=2)[CH:4]=[C:3]1[CH2:11][CH2:12][CH2:13][NH:14][C:15](=[O:26])[C@@H:16]([NH:19]C(=O)C(F)(F)F)[CH2:17][CH3:18].O1CCCC1.CO.[OH-].[Na+]. Product: [NH2:19][C@@H:16]([CH2:17][CH3:18])[C:15]([NH:14][CH2:13][CH2:12][CH2:11][C:3]1[N:2]([CH3:1])[C:10]2[C:5]([CH:4]=1)=[CH:6][CH:7]=[CH:8][CH:9]=2)=[O:26]. The catalyst class is: 4. (2) Reactant: [CH3:1][S:2][C:3]1[CH:8]=[CH:7][C:6]([CH:9]([C:26]2[CH:31]=[CH:30][C:29]([C:32]#[N:33])=[CH:28][CH:27]=2)[N:10]2[CH2:14][CH2:13][C@@H:12]([NH:15][C:16](=[O:25])[C:17]3[CH:22]=[CH:21][C:20]([C:23]#[N:24])=[CH:19][CH:18]=3)[CH2:11]2)=[CH:5][CH:4]=1.FC(F)(F)C(O)=[O:37].ClC1C=CC=C(C(OO)=O)C=1.C(=O)([O-])O.[Na+]. Product: [C:32]([C:29]1[CH:28]=[CH:27][C:26]([CH:9]([C:6]2[CH:5]=[CH:4][C:3]([S:2]([CH3:1])=[O:37])=[CH:8][CH:7]=2)[N:10]2[CH2:14][CH2:13][C@@H:12]([NH:15][C:16](=[O:25])[C:17]3[CH:22]=[CH:21][C:20]([C:23]#[N:24])=[CH:19][CH:18]=3)[CH2:11]2)=[CH:31][CH:30]=1)#[N:33]. The catalyst class is: 2. (3) Reactant: [CH2:1]([N:3]1[C:12]2[C:7](=[CH:8][CH:9]=[C:10]([C:13]3[CH:14]=[N:15][C:16]([NH:28][C:29](=[O:33])[NH:30][CH2:31][CH3:32])=[CH:17][C:18]=3[C:19]3[S:20][CH:21]=[C:22]([C:24]([F:27])([F:26])[F:25])[N:23]=3)[CH:11]=2)[C:6](=[O:34])[C:5]([C:35]([O:37]CC)=[O:36])=[CH:4]1)[CH3:2].[OH-].[K+]. Product: [CH2:1]([N:3]1[C:12]2[C:7](=[CH:8][CH:9]=[C:10]([C:13]3[CH:14]=[N:15][C:16]([NH:28][C:29](=[O:33])[NH:30][CH2:31][CH3:32])=[CH:17][C:18]=3[C:19]3[S:20][CH:21]=[C:22]([C:24]([F:27])([F:26])[F:25])[N:23]=3)[CH:11]=2)[C:6](=[O:34])[C:5]([C:35]([OH:37])=[O:36])=[CH:4]1)[CH3:2]. The catalyst class is: 5. (4) Reactant: [CH3:1][S:2][CH2:3][CH2:4][CH2:5][OH:6].CCN(C(C)C)C(C)C.[CH3:16][S:17](Cl)(=[O:19])=[O:18]. Product: [CH3:16][S:17]([O:6][CH2:5][CH2:4][CH2:3][S:2][CH3:1])(=[O:19])=[O:18]. The catalyst class is: 4. (5) Reactant: C(N1CCCC1=O)=C.[CH2:9]([O:11][C:12]([SiH3:20])=[C:13]([O:17][CH2:18][CH3:19])[O:14][CH2:15][CH3:16])[CH3:10].[CH2:21]=[CH:22][CH:23]1[CH2:28][CH:27]2[O:29][CH:26]2[CH2:25][CH2:24]1.C(OC=C)(=O)C. Product: [CH2:21]=[CH:22][CH:23]1[CH2:28][CH:27]2[O:29][CH:26]2[CH2:25][CH2:24]1.[CH2:9]([O:11][C:12]([SiH3:20])=[C:13]([O:14][CH2:15][CH3:16])[O:17][CH2:18][CH3:19])[CH3:10]. The catalyst class is: 32. (6) Reactant: [NH2:1][C:2]1[CH:3]=[C:4]2[C:9](=[CH:10][CH:11]=1)[C:8](=[O:12])[CH2:7][CH2:6][CH2:5]2.[C:13](OC(=O)C)(=[O:15])[CH3:14]. Product: [O:12]=[C:8]1[CH2:7][CH2:6][CH2:5][C:4]2[CH:3]=[C:2]([NH:1][C:13](=[O:15])[CH3:14])[CH:11]=[CH:10][C:9]1=2. The catalyst class is: 529. (7) Reactant: [C:1]([O:5][C:6]([N:8]1[CH2:13][CH2:12][O:11][C@H:10]([C:14]2[CH:19]=[CH:18][C:17]([NH2:20])=[C:16]([F:21])[CH:15]=2)[CH2:9]1)=[O:7])([CH3:4])([CH3:3])[CH3:2].ClC(Cl)(O[C:26](=[O:32])OC(Cl)(Cl)Cl)Cl.C(=O)([O-])[O-].[Na+].[Na+].[NH2:40][C:41]1[CH:42]=[C:43]([CH:46]=[CH:47][CH:48]=1)[C:44]#[N:45]. Product: [C:1]([O:5][C:6]([N:8]1[CH2:13][CH2:12][O:11][C@H:10]([C:14]2[CH:19]=[CH:18][C:17]([NH:20][C:26]([NH:40][C:41]3[CH:48]=[CH:47][CH:46]=[C:43]([C:44]#[N:45])[CH:42]=3)=[O:32])=[C:16]([F:21])[CH:15]=2)[CH2:9]1)=[O:7])([CH3:4])([CH3:2])[CH3:3]. The catalyst class is: 46.